Predict the reaction yield, written as a fraction of the theoretical maximum amount of product (1.0 means a 100% yield; for example, 0.34 means a 34% yield). From a dataset of Reaction yield outcomes from USPTO patents with 853,638 reactions. (1) The yield is 0.800. The reactants are [CH:1]1[NH:5][C:4]([C:6]2[NH:10][CH:9]=[CH:8][N:7]=2)=[N:3]C=1.[H-].[Na+].[C:13]1([CH3:24])C(S(OC)(=O)=O)=CC=CC=1.[CH3:25]N(C=O)C. No catalyst specified. The product is [CH3:25][N:7]1[CH:8]=[CH:9][N:10]=[C:6]1[C:4]1[N:5]([CH3:1])[CH:13]=[CH:24][N:3]=1. (2) The reactants are [OH-].[Li+].[CH3:3][C:4]1[CH:13]=[C:12]([CH3:14])[C:11]2[CH2:10][CH2:9][CH2:8][CH2:7][C:6]=2[C:5]=1[N:15]1[C:19]([C:20]([F:23])([F:22])[F:21])=[N:18][N:17]=[C:16]1[S:24][CH2:25][C:26]([O:28]CC)=[O:27]. The catalyst is C1COCC1.CO.O. The product is [CH3:3][C:4]1[CH:13]=[C:12]([CH3:14])[C:11]2[CH2:10][CH2:9][CH2:8][CH2:7][C:6]=2[C:5]=1[N:15]1[C:19]([C:20]([F:22])([F:21])[F:23])=[N:18][N:17]=[C:16]1[S:24][CH2:25][C:26]([OH:28])=[O:27]. The yield is 0.980. (3) The reactants are [CH2:1]([C:3]1[CH:4]=[C:5]([NH2:8])[NH:6][N:7]=1)[CH3:2].[F:9][C:10]1[CH:11]=[C:12]([CH:15]=[CH:16][C:17]=1[OH:18])[CH:13]=O.[C:19]([OH:24])(=[O:23])[C:20]([CH3:22])=O. The catalyst is C(O)(=O)C. The product is [CH2:1]([C:3]1[C:4]2[C:20]([C:19]([OH:24])=[O:23])=[CH:22][C:13]([C:12]3[CH:15]=[CH:16][C:17]([OH:18])=[C:10]([F:9])[CH:11]=3)=[N:8][C:5]=2[NH:6][N:7]=1)[CH3:2]. The yield is 0.230. (4) The reactants are C([N:8]1[CH2:13][CH2:12][N:11]([C:14]2[CH:19]=[CH:18][C:17]([C:20]([F:23])([F:22])[F:21])=[CH:16][N:15]=2)[C@H:10]([CH3:24])[CH2:9]1)C1C=CC=CC=1. The catalyst is C(O)C.[Pd]. The product is [CH3:24][C@@H:10]1[CH2:9][NH:8][CH2:13][CH2:12][N:11]1[C:14]1[CH:19]=[CH:18][C:17]([C:20]([F:23])([F:21])[F:22])=[CH:16][N:15]=1. The yield is 0.990. (5) The yield is 0.730. No catalyst specified. The reactants are [C:1]([O:4][C@H:5]1[C@@H:18]([O:19][C:20](=[O:22])[CH3:21])[C@H:17]([O:23][C:24](=[O:26])[CH3:25])[C@@H:16]([CH2:27][O:28][C:29](=[O:31])[CH3:30])[O:15][C@@H:6]1[O:7][C:8]1[CH:13]=[CH:12][C:11]([I:14])=[CH:10][CH:9]=1)(=[O:3])[CH3:2].[Cl:32]C(Cl)(Cl)C(=N)O[C@H]1O[C@H](COC(=O)C)[C@@H](OC(=O)C)[C@H](OC(=O)C)[C@@H]1OC(=O)C.ClC1C=C(I)C=CC=1O.[Si](OS(C(F)(F)F)(=O)=O)(C)(C)C. The product is [C:1]([O:4][C@H:5]1[C@@H:18]([O:19][C:20](=[O:22])[CH3:21])[C@H:17]([O:23][C:24](=[O:26])[CH3:25])[C@@H:16]([CH2:27][O:28][C:29](=[O:31])[CH3:30])[O:15][C@@H:6]1[O:7][C:8]1[CH:13]=[CH:12][C:11]([I:14])=[CH:10][C:9]=1[Cl:32])(=[O:3])[CH3:2]. (6) The reactants are [C:1]1([C:7]2[O:11][C:10]([C:12]3[CH:13]=[N:14][NH:15][C:16]=3[NH2:17])=[N:9][CH:8]=2)[CH:6]=[CH:5][CH:4]=[CH:3][CH:2]=1.[Cl:18][C:19]1[CH:24]=[CH:23][C:22]([C:25](=O)[CH2:26][C:27](OCC)=[O:28])=[CH:21][C:20]=1[O:33][CH3:34].CC1C=CC(S(O)(=O)=O)=CC=1. The catalyst is CCCCO.CO. The product is [Cl:18][C:19]1[CH:24]=[CH:23][C:22]([C:25]2[NH:17][C:16]3[N:15]([N:14]=[CH:13][C:12]=3[C:10]3[O:11][C:7]([C:1]4[CH:2]=[CH:3][CH:4]=[CH:5][CH:6]=4)=[CH:8][N:9]=3)[C:27](=[O:28])[CH:26]=2)=[CH:21][C:20]=1[O:33][CH3:34]. The yield is 0.500. (7) The reactants are I[C:2]1[C:10]2[C:5](=[N:6][CH:7]=[C:8]([N+:11]([O-:13])=[O:12])[CH:9]=2)[N:4]([CH3:14])[CH:3]=1.CC1(C)C(C)(C)OB([C:23]2[CH2:28][CH2:27][N:26]([C:29]([O:31][C:32]([CH3:35])([CH3:34])[CH3:33])=[O:30])[CH2:25][CH:24]=2)O1.C([O-])([O-])=O.[K+].[K+].COCCOC. The catalyst is [Pd].C([O-])(=O)C.[Pd+2].C([O-])(=O)C.C1C=CC(P(C2C=CC=CC=2)C2C=CC=CC=2)=CC=1.O.CCO. The product is [CH3:14][N:4]1[C:5]2=[N:6][CH:7]=[C:8]([N+:11]([O-:13])=[O:12])[CH:9]=[C:10]2[C:2]([C:23]2[CH2:28][CH2:27][N:26]([C:29]([O:31][C:32]([CH3:35])([CH3:34])[CH3:33])=[O:30])[CH2:25][CH:24]=2)=[CH:3]1. The yield is 0.690.